Predict the product of the given reaction. From a dataset of Forward reaction prediction with 1.9M reactions from USPTO patents (1976-2016). Given the reactants [F:1][C:2]1[CH:7]=[CH:6][C:5]([N+:8]([O-:10])=[O:9])=[CH:4][C:3]=1[CH2:11][C:12]#[N:13].B.C1COCC1, predict the reaction product. The product is: [F:1][C:2]1[CH:7]=[CH:6][C:5]([N+:8]([O-:10])=[O:9])=[CH:4][C:3]=1[CH2:11][CH2:12][NH2:13].